This data is from Reaction yield outcomes from USPTO patents with 853,638 reactions. The task is: Predict the reaction yield, written as a fraction of the theoretical maximum amount of product (1.0 means a 100% yield; for example, 0.34 means a 34% yield). The product is [OH:19][C@H:18]([C:16]1[N:17]=[C:5]([C:4](=[O:3])[CH3:7])[NH:6][CH:15]=1)[C@H:20]([OH:21])[C@H:22]([OH:23])[CH2:24][OH:25]. The yield is 0.740. The reactants are C([O:3][C:4](=[CH2:7])[C:5]#[N:6])C.C[O-].[Na+].CO.Cl.O[CH:15]1[O:23][C@H:22]([CH2:24][OH:25])[C@@H:20]([OH:21])[C@H:18]([OH:19])[C@H:16]1[NH2:17].CC([O-])=O.[Na+].CC(O)=O. The catalyst is O.CO.